This data is from Forward reaction prediction with 1.9M reactions from USPTO patents (1976-2016). The task is: Predict the product of the given reaction. (1) Given the reactants [NH2:1][C:2]1[NH:6][N:5]=[CH:4][C:3]=1[C:7]([O:9][CH2:10][CH3:11])=[O:8].O=[C:13]([C:19]1[CH:24]=[CH:23][CH:22]=[CH:21][N:20]=1)[CH2:14][C:15](OC)=[O:16].C(OC(C)C)(C)C, predict the reaction product. The product is: [OH:16][C:15]1[N:6]2[N:5]=[CH:4][C:3]([C:7]([O:9][CH2:10][CH3:11])=[O:8])=[C:2]2[N:1]=[C:13]([C:19]2[CH:24]=[CH:23][CH:22]=[CH:21][N:20]=2)[CH:14]=1. (2) Given the reactants [C:1]([O:5][C:6]([NH:8][C@@H:9]1[CH2:13][CH2:12][NH:11][CH2:10]1)=[O:7])([CH3:4])([CH3:3])[CH3:2].[F:14][C:15]1[CH:23]=[CH:22][C:18]([C:19](Cl)=O)=[CH:17][CH:16]=1.C(N(CC)C(C)C)(C)C.O, predict the reaction product. The product is: [C:1]([O:5][C:6](=[O:7])[NH:8][CH:9]1[CH2:13][CH2:12][N:11]([CH2:19][C:18]2[CH:22]=[CH:23][C:15]([F:14])=[CH:16][CH:17]=2)[CH2:10]1)([CH3:4])([CH3:2])[CH3:3]. (3) Given the reactants Cl.[F:2][C:3]1[CH:4]=[C:5]([NH:10]N)[CH:6]=[C:7]([F:9])[CH:8]=1.[CH3:12][CH:13]([C:22](=O)[CH3:23])[CH2:14][CH2:15][CH2:16][CH2:17][S:18]([OH:21])(=[O:20])=[O:19], predict the reaction product. The product is: [F:2][C:3]1[CH:8]=[C:7]([F:9])[CH:6]=[C:5]2[C:4]=1[C:13]([CH3:12])([CH2:14][CH2:15][CH2:16][CH2:17][S:18]([OH:21])(=[O:19])=[O:20])[C:22]([CH3:23])=[N:10]2. (4) Given the reactants [Cl:1][C:2]1[C:7](I)=[CH:6][CH:5]=[CH:4][N:3]=1.[CH:9]1(B(O)O)[CH2:11][CH2:10]1.C(=O)([O-])[O-].[K+].[K+], predict the reaction product. The product is: [Cl:1][C:2]1[C:7]([CH:9]2[CH2:11][CH2:10]2)=[CH:6][CH:5]=[CH:4][N:3]=1. (5) Given the reactants [CH3:1][C:2]1O[C:4](=[O:12])[C:5]2[CH:11]=[CH:10][CH:9]=[N:8][C:6]=2[N:7]=1.[C:13]([C:15]1[CH:21]=[CH:20][C:18]([NH2:19])=[CH:17][CH:16]=1)#[CH:14], predict the reaction product. The product is: [C:13]([C:15]1[CH:21]=[CH:20][C:18]([N:19]2[C:4](=[O:12])[C:5]3[CH:11]=[CH:10][CH:9]=[N:8][C:6]=3[N:7]=[C:2]2[CH3:1])=[CH:17][CH:16]=1)#[CH:14].